Dataset: Acute oral toxicity (LD50) regression data from Zhu et al.. Task: Regression/Classification. Given a drug SMILES string, predict its toxicity properties. Task type varies by dataset: regression for continuous values (e.g., LD50, hERG inhibition percentage) or binary classification for toxic/non-toxic outcomes (e.g., AMES mutagenicity, cardiotoxicity, hepatotoxicity). Dataset: ld50_zhu. (1) The drug is CCCCOCC(O)COc1ccccc1. The rat oral LD50 is 1.98, given as -log10 of the dose in mol/kg body weight (higher means more acutely toxic). (2) The molecule is CC1CC2Oc3ccc(Cl)cc3C(=O)N2O1. The rat oral LD50 is 2.31, given as -log10 of the dose in mol/kg body weight (higher means more acutely toxic). (3) The drug is CC1CC=CC=CC=CC=CC(OC2OC(C)C(O)C(N)C2O)CC2OC(O)(CC(O)CC3OC3C=CC(=O)O1)CC(O)C2C(=O)O. The rat oral LD50 is 2.39, given as -log10 of the dose in mol/kg body weight (higher means more acutely toxic).